From a dataset of Peptide-MHC class I binding affinity with 185,985 pairs from IEDB/IMGT. Regression. Given a peptide amino acid sequence and an MHC pseudo amino acid sequence, predict their binding affinity value. This is MHC class I binding data. (1) The peptide sequence is RLAELIGPA. The MHC is HLA-A31:01 with pseudo-sequence HLA-A31:01. The binding affinity (normalized) is 0.0847. (2) The peptide sequence is IFMLQKCDL. The MHC is HLA-A02:03 with pseudo-sequence HLA-A02:03. The binding affinity (normalized) is 0.0847. (3) The MHC is HLA-A03:01 with pseudo-sequence HLA-A03:01. The binding affinity (normalized) is 0.234. The peptide sequence is NAFNCTFEY. (4) The peptide sequence is IYTSSMEAI. The MHC is H-2-Kd with pseudo-sequence H-2-Kd. The binding affinity (normalized) is 0.924. (5) The peptide sequence is FANYGFTLA. The MHC is HLA-A02:06 with pseudo-sequence HLA-A02:06. The binding affinity (normalized) is 1.00. (6) The peptide sequence is HPALVFDIT. The MHC is HLA-B07:02 with pseudo-sequence HLA-B07:02. The binding affinity (normalized) is 0.531. (7) The peptide sequence is FHRKKTDAL. The MHC is HLA-A69:01 with pseudo-sequence HLA-A69:01. The binding affinity (normalized) is 0.0847.